Dataset: Catalyst prediction with 721,799 reactions and 888 catalyst types from USPTO. Task: Predict which catalyst facilitates the given reaction. (1) Reactant: [H-].[Na+].[F:3][C:4]1[CH:9]=[C:8]([O:10][CH2:11][CH2:12][OH:13])[CH:7]=[C:6]([F:14])[C:5]=1[N:15]1[CH2:20][CH2:19][N:18]([C:21]2[NH:22][C:23](=[O:31])[C:24]3[CH:29]=[N:28][N:27]([CH3:30])[C:25]=3[N:26]=2)[CH2:17][CH2:16]1.[CH2:32]([O:39][P:40](O[P:40](=[O:41])([O:42][CH2:43][C:44]1[CH:49]=[CH:48][CH:47]=[CH:46][CH:45]=1)[O:39][CH2:32][C:33]1[CH:34]=[CH:35][CH:36]=[CH:37][CH:38]=1)([O:42][CH2:43][C:44]1[CH:49]=[CH:48][CH:47]=[CH:46][CH:45]=1)=[O:41])[C:33]1[CH:38]=[CH:37][CH:36]=[CH:35][CH:34]=1. Product: [P:40]([O:13][CH2:12][CH2:11][O:10][C:8]1[CH:9]=[C:4]([F:3])[C:5]([N:15]2[CH2:16][CH2:17][N:18]([C:21]3[NH:22][C:23](=[O:31])[C:24]4[CH:29]=[N:28][N:27]([CH3:30])[C:25]=4[N:26]=3)[CH2:19][CH2:20]2)=[C:6]([F:14])[CH:7]=1)([O:39][CH2:32][C:33]1[CH:38]=[CH:37][CH:36]=[CH:35][CH:34]=1)([O:42][CH2:43][C:44]1[CH:49]=[CH:48][CH:47]=[CH:46][CH:45]=1)=[O:41]. The catalyst class is: 56. (2) Reactant: C1(S([N:10]2[C:18]3[C:13](=[CH:14][C:15]([S:19]([CH3:22])(=[O:21])=[O:20])=[CH:16][CH:17]=3)[CH:12]=[C:11]2[CH2:23][C:24]2[O:28][C:27]([C:29]([O:31][CH2:32][CH3:33])=[O:30])=[CH:26][CH:25]=2)(=O)=O)C=CC=CC=1.[OH-].[K+].Cl. Product: [CH2:32]([O:31][C:29]([C:27]1[O:28][C:24]([CH2:23][C:11]2[NH:10][C:18]3[C:13]([CH:12]=2)=[CH:14][C:15]([S:19]([CH3:22])(=[O:21])=[O:20])=[CH:16][CH:17]=3)=[CH:25][CH:26]=1)=[O:30])[CH3:33]. The catalyst class is: 8. (3) Reactant: [Cl:1][C:2]1[CH:3]=[C:4]([N:9]2[CH2:14][CH2:13][NH:12][CH2:11][CH2:10]2)[CH:5]=[CH:6][C:7]=1[Cl:8].[CH3:15][C:16]([O:19][C:20](O[C:20]([O:19][C:16]([CH3:18])([CH3:17])[CH3:15])=[O:21])=[O:21])([CH3:18])[CH3:17]. Product: [C:16]([O:19][C:20]([N:12]1[CH2:13][CH2:14][N:9]([C:4]2[CH:5]=[CH:6][C:7]([Cl:8])=[C:2]([Cl:1])[CH:3]=2)[CH2:10][CH2:11]1)=[O:21])([CH3:18])([CH3:17])[CH3:15]. The catalyst class is: 2. (4) Reactant: [CH3:1][O:2][C:3]([C:5]1[S:9][C:8]2[CH:10]=[C:11](Br)[CH:12]=[CH:13][C:7]=2[C:6]=1[O:15][CH2:16][C:17]([O:19][CH2:20][CH3:21])=[O:18])=[O:4].[CH:22]([C:24]1[CH:28]=[CH:27][S:26][C:25]=1B(O)O)=[O:23].[F-].[K+]. Product: [CH3:1][O:2][C:3]([C:5]1[S:9][C:8]2[CH:10]=[C:11]([C:25]3[S:26][CH:27]=[CH:28][C:24]=3[CH:22]=[O:23])[CH:12]=[CH:13][C:7]=2[C:6]=1[O:15][CH2:16][C:17]([O:19][CH2:20][CH3:21])=[O:18])=[O:4]. The catalyst class is: 110. (5) Reactant: [C:1]([C:5]1[CH:23]=[CH:22][C:8]([CH2:9][N:10]2[CH2:15][CH2:14][N:13]([CH2:16][C:17]([O:19]CC)=O)[CH2:12][CH2:11]2)=[CH:7][CH:6]=1)([CH3:4])([CH3:3])[CH3:2].[NH2:24][NH2:25]. Product: [C:1]([C:5]1[CH:6]=[CH:7][C:8]([CH2:9][N:10]2[CH2:11][CH2:12][N:13]([CH2:16][C:17]([NH:24][NH2:25])=[O:19])[CH2:14][CH2:15]2)=[CH:22][CH:23]=1)([CH3:3])([CH3:2])[CH3:4]. The catalyst class is: 8. (6) Reactant: [F:1][C:2]([F:54])([F:53])[C:3]1[CH:4]=[C:5]([CH:46]=[C:47]([C:49]([F:52])([F:51])[F:50])[CH:48]=1)[CH2:6][N:7]([CH2:20][C:21]1[CH:26]=[C:25]([C:27]([F:30])([F:29])[F:28])[CH:24]=[CH:23][C:22]=1[C:31]1[CH:36]=[CH:35][CH:34]=[CH:33][C:32]=1[O:37][CH2:38][CH2:39][CH2:40][C:41]([O:43]CC)=[O:42])[C:8]1[N:13]=[CH:12][C:11]([N:14]2[CH2:19][CH2:18][O:17][CH2:16][CH2:15]2)=[CH:10][N:9]=1.[OH-].[Na+].Cl.C(OCC)(=O)C. Product: [F:54][C:2]([F:1])([F:53])[C:3]1[CH:4]=[C:5]([CH:46]=[C:47]([C:49]([F:50])([F:52])[F:51])[CH:48]=1)[CH2:6][N:7]([CH2:20][C:21]1[CH:26]=[C:25]([C:27]([F:28])([F:29])[F:30])[CH:24]=[CH:23][C:22]=1[C:31]1[CH:36]=[CH:35][CH:34]=[CH:33][C:32]=1[O:37][CH2:38][CH2:39][CH2:40][C:41]([OH:43])=[O:42])[C:8]1[N:13]=[CH:12][C:11]([N:14]2[CH2:15][CH2:16][O:17][CH2:18][CH2:19]2)=[CH:10][N:9]=1. The catalyst class is: 8.